From a dataset of Forward reaction prediction with 1.9M reactions from USPTO patents (1976-2016). Predict the product of the given reaction. (1) Given the reactants [CH3:1][C:2]([C:8]1[CH:13]=[CH:12][C:11]([N+:14]([O-:16])=[O:15])=[CH:10][CH:9]=1)([CH3:7])[C:3](OC)=[O:4], predict the reaction product. The product is: [CH3:7][C:2]([C:8]1[CH:13]=[CH:12][C:11]([N+:14]([O-:16])=[O:15])=[CH:10][CH:9]=1)([CH3:1])[CH2:3][OH:4]. (2) Given the reactants Br[C:2]1[CH:3]=[C:4]([N+:9]([O-:11])=[O:10])[CH:5]=[CH:6][C:7]=1[F:8], predict the reaction product. The product is: [F:8][C:7]1[CH:6]=[CH:5][C:4]([N+:9]([O-:11])=[O:10])=[CH:3][C:2]=1[C:2]1[CH:3]=[C:4]([N+:9]([O-:11])=[O:10])[CH:5]=[CH:6][C:7]=1[F:8]. (3) Given the reactants [ClH:1].[N:2]12[CH2:11][CH:6]3[CH2:7][CH:8]([CH2:10][CH:4]([C@H:5]3[NH2:12])[CH2:3]1)[CH2:9]2.[S:13]1[CH:17]=[CH:16][CH:15]=[C:14]1[C:18]1[S:19][CH:20]=[C:21]([C:23](O)=[O:24])[N:22]=1.N, predict the reaction product. The product is: [ClH:1].[ClH:1].[N:2]12[CH2:11][CH:6]3[CH2:7][CH:8]([CH2:10][CH:4]([C@H:5]3[NH:12][C:23]([C:21]3[N:22]=[C:18]([C:14]4[S:13][CH:17]=[CH:16][CH:15]=4)[S:19][CH:20]=3)=[O:24])[CH2:3]1)[CH2:9]2. (4) Given the reactants F[C:2]1[CH:10]=[CH:9][C:5]([C:6]([OH:8])=[O:7])=[CH:4][C:3]=1[N+:11]([O-:13])=[O:12].[CH:14]([NH2:17])([CH3:16])[CH3:15].C(=O)(O)[O-].[Na+].Cl, predict the reaction product. The product is: [CH:14]([NH:17][C:2]1[CH:10]=[CH:9][C:5]([C:6]([OH:8])=[O:7])=[CH:4][C:3]=1[N+:11]([O-:13])=[O:12])([CH3:16])[CH3:15]. (5) Given the reactants [CH3:1][C:2]1[N:7]2[N:8]=[C:9]([CH:11]3[CH2:13][CH:12]3[C:14]([OH:16])=[O:15])[N:10]=[C:6]2[C:5]([CH3:17])=[N:4][CH:3]=1.C([O-])([O-])=O.[Cs+].[Cs+].Br[CH2:25][C:26]([C:28]1[CH:33]=[CH:32][CH:31]=[CH:30][CH:29]=1)=[O:27], predict the reaction product. The product is: [CH3:1][C:2]1[N:7]2[N:8]=[C:9]([CH:11]3[CH2:13][CH:12]3[C:14]([O:16][CH2:25][C:26](=[O:27])[C:28]3[CH:33]=[CH:32][CH:31]=[CH:30][CH:29]=3)=[O:15])[N:10]=[C:6]2[C:5]([CH3:17])=[N:4][CH:3]=1.